The task is: Predict the reactants needed to synthesize the given product.. This data is from Full USPTO retrosynthesis dataset with 1.9M reactions from patents (1976-2016). (1) Given the product [Br:1][C:2]1[CH:3]=[C:4]([C:12]([CH:14]2[CH2:15][CH2:16][N:17]([CH3:20])[CH2:18][CH2:19]2)=[O:13])[CH:5]=[C:6]([C:8]([F:10])([F:11])[F:9])[CH:7]=1, predict the reactants needed to synthesize it. The reactants are: [Br:1][C:2]1[CH:3]=[C:4]([C:12]([CH:14]2[CH2:19][CH2:18][NH:17][CH2:16][CH2:15]2)=[O:13])[CH:5]=[C:6]([C:8]([F:11])([F:10])[F:9])[CH:7]=1.[CH2:20]=O. (2) Given the product [CH3:13][N:14]1[C:22]2[C:17](=[CH:18][CH:19]=[CH:20][CH:21]=2)[C:16]([C:23](=[C:5]2[C:6]3[C:11](=[CH:10][CH:9]=[CH:8][CH:7]=3)[NH:3][C:4]2=[O:12])[C:24]([OH:26])=[O:25])=[CH:15]1, predict the reactants needed to synthesize it. The reactants are: [OH-].[Na+].[NH:3]1[C:11]2[C:6](=[CH:7][CH:8]=[CH:9][CH:10]=2)[CH2:5][C:4]1=[O:12].[CH3:13][N:14]1[C:22]2[C:17](=[CH:18][CH:19]=[CH:20][CH:21]=2)[C:16]([C:23](=O)[C:24]([OH:26])=[O:25])=[CH:15]1. (3) Given the product [Cl:1][C:2]1[N:10]=[C:9]([Cl:11])[C:8]([F:12])=[CH:7][C:3]=1[CH2:4][Cl:13], predict the reactants needed to synthesize it. The reactants are: [Cl:1][C:2]1[N:10]=[C:9]([Cl:11])[C:8]([F:12])=[CH:7][C:3]=1[C:4](O)=O.[Cl:13]C1N=CC=CC=1C(O)=O.